From a dataset of Forward reaction prediction with 1.9M reactions from USPTO patents (1976-2016). Predict the product of the given reaction. (1) Given the reactants [NH2:1][CH2:2][C:3]([C:6]1[CH:27]=[CH:26][C:9]([C:10]([NH:12][CH2:13][CH2:14][C:15]2[CH:16]=[C:17]3[C:21](=[CH:22][CH:23]=2)[NH:20][CH:19]=[C:18]3[C:24]#[N:25])=[O:11])=[CH:8][CH:7]=1)([CH3:5])[CH3:4].N1C=CC=CC=1.[CH3:34][S:35](Cl)(=[O:37])=[O:36], predict the reaction product. The product is: [C:24]([C:18]1[C:17]2[C:21](=[CH:22][CH:23]=[C:15]([CH2:14][CH2:13][NH:12][C:10](=[O:11])[C:9]3[CH:8]=[CH:7][C:6]([C:3]([CH3:5])([CH3:4])[CH2:2][NH:1][S:35]([CH3:34])(=[O:37])=[O:36])=[CH:27][CH:26]=3)[CH:16]=2)[NH:20][CH:19]=1)#[N:25]. (2) The product is: [Cl:1][C:2]1[CH:3]=[C:4]([C:9]2[CH:14]=[CH:13][C:12]([CH2:15][C:18]#[N:19])=[CH:11][C:10]=2[F:17])[CH:5]=[CH:6][C:7]=1[Cl:8]. Given the reactants [Cl:1][C:2]1[CH:3]=[C:4]([C:9]2[CH:14]=[CH:13][C:12]([CH2:15]Br)=[CH:11][C:10]=2[F:17])[CH:5]=[CH:6][C:7]=1[Cl:8].[C-:18]#[N:19].[Na+], predict the reaction product. (3) Given the reactants [F:1][C:2]1[CH:22]=[CH:21][C:5]([O:6][CH2:7][CH2:8][CH2:9][CH2:10][CH2:11][CH2:12][CH2:13][C:14]2[CH:20]=[CH:19][C:17]([NH2:18])=[CH:16][CH:15]=2)=[CH:4][CH:3]=1.C(OC([N:30]1[CH2:37][CH2:36][C@H:35]([OH:38])[C@H:31]1[C:32](O)=[O:33])=O)(C)(C)C, predict the reaction product. The product is: [F:1][C:2]1[CH:3]=[CH:4][C:5]([O:6][CH2:7][CH2:8][CH2:9][CH2:10][CH2:11][CH2:12][CH2:13][C:14]2[CH:15]=[CH:16][C:17]([NH:18][C:32]([C@@H:31]3[C@@H:35]([OH:38])[CH2:36][CH2:37][NH:30]3)=[O:33])=[CH:19][CH:20]=2)=[CH:21][CH:22]=1. (4) Given the reactants [CH2:1]([O:8][C:9]1[C:14](=[O:15])[C:13](Br)=[CH:12][O:11][C:10]=1[C:17]([O:19][CH3:20])=[O:18])[C:2]1[CH:7]=[CH:6][CH:5]=[CH:4][CH:3]=1.[S:21]1[CH:25]=[CH:24][N:23]=[C:22]1[Sn](CCCC)(CCCC)CCCC, predict the reaction product. The product is: [CH2:1]([O:8][C:9]1[C:14](=[O:15])[C:13]([C:22]2[S:21][CH:25]=[CH:24][N:23]=2)=[CH:12][O:11][C:10]=1[C:17]([O:19][CH3:20])=[O:18])[C:2]1[CH:7]=[CH:6][CH:5]=[CH:4][CH:3]=1. (5) Given the reactants [CH:1]1([C:7]2[CH:31]=[CH:30][C:10]([C:11]([N:13]3[C:19]4[CH:20]=[CH:21][CH:22]=[CH:23][C:18]=4[CH2:17][N:16]4[C:24]([C:27](Cl)=[O:28])=[CH:25][CH:26]=[C:15]4[CH2:14]3)=[O:12])=[CH:9][CH:8]=2)[CH2:6][CH2:5][CH2:4][CH2:3][CH2:2]1.C(N(CC)C(C)C)(C)C.Cl.[C:42]1(C)[C:43]([C:48]([N:50]2[CH2:55][CH2:54][NH:53][CH2:52][CH2:51]2)=O)=[CH:44][CH:45]=[CH:46][CH:47]=1, predict the reaction product. The product is: [CH:1]1([C:7]2[CH:31]=[CH:30][C:10]([C:11]([N:13]3[C:19]4[CH:20]=[CH:21][CH:22]=[CH:23][C:18]=4[CH2:17][N:16]4[C:24]([C:27]([N:53]5[CH2:52][CH2:51][N:50]([C:48]6[CH:47]=[CH:46][CH:45]=[CH:44][C:43]=6[CH3:42])[CH2:55][CH2:54]5)=[O:28])=[CH:25][CH:26]=[C:15]4[CH2:14]3)=[O:12])=[CH:9][CH:8]=2)[CH2:6][CH2:5][CH2:4][CH2:3][CH2:2]1.